From a dataset of Forward reaction prediction with 1.9M reactions from USPTO patents (1976-2016). Predict the product of the given reaction. (1) Given the reactants [NH2:1][C:2]1[N:3]=[C:4]2[CH:9]=[CH:8][C:7]([O:10][C:11]3[CH:12]=[C:13]([NH:17][C:18](=[O:30])[C:19]4[CH:24]=[CH:23][CH:22]=[C:21]([C:25]5([C:28]#[N:29])[CH2:27][CH2:26]5)[CH:20]=4)[CH:14]=[CH:15][CH:16]=3)=[N:6][N:5]2[CH:31]=1.C(N(CC)CC)C.[Cl:39][CH2:40][C:41](Cl)=[O:42], predict the reaction product. The product is: [Cl:39][CH2:40][C:41]([NH:1][C:2]1[N:3]=[C:4]2[CH:9]=[CH:8][C:7]([O:10][C:11]3[CH:12]=[C:13]([NH:17][C:18](=[O:30])[C:19]4[CH:24]=[CH:23][CH:22]=[C:21]([C:25]5([C:28]#[N:29])[CH2:27][CH2:26]5)[CH:20]=4)[CH:14]=[CH:15][CH:16]=3)=[N:6][N:5]2[CH:31]=1)=[O:42]. (2) Given the reactants Cl[C:2]1[C:11]2[C:6](=[CH:7][C:8]([O:12][CH3:13])=[CH:9][CH:10]=2)[CH:5]=[CH:4][N:3]=1.[NH3:14], predict the reaction product. The product is: [CH3:13][O:12][C:8]1[CH:7]=[C:6]2[C:11](=[CH:10][CH:9]=1)[C:2]([NH2:14])=[N:3][CH:4]=[CH:5]2. (3) Given the reactants [C:1]1([OH:11])[C:10]2[C:5](=[CH:6][CH:7]=[CH:8][CH:9]=2)[CH:4]=[CH:3][CH:2]=1.C1(C)C=CC(S(O[CH2:22][CH2:23][O:24][CH2:25][CH2:26][O:27][CH3:28])(=O)=O)=CC=1.C(=O)([O-])[O-].[K+].[K+].O, predict the reaction product. The product is: [CH3:28][O:27][CH2:26][CH2:25][O:24][CH2:23][CH2:22][O:11][C:1]1[C:10]2[C:5](=[CH:6][CH:7]=[CH:8][CH:9]=2)[CH:4]=[CH:3][CH:2]=1. (4) Given the reactants C([O:3][C:4](=O)[CH2:5][CH2:6][C@H:7]1[CH2:12][CH2:11][C@@H:10]([NH:13][C:14]([C:16]2[C:24]3[C:19](=[CH:20][CH:21]=[CH:22][CH:23]=3)[N:18]([CH:25]([CH3:27])[CH3:26])[N:17]=2)=[O:15])[CH2:9][N:8]1[C:28]([O:30][C:31]([CH3:34])([CH3:33])[CH3:32])=[O:29])C.[BH4-].[Li+], predict the reaction product. The product is: [OH:3][CH2:4][CH2:5][CH2:6][C@H:7]1[CH2:12][CH2:11][C@@H:10]([NH:13][C:14]([C:16]2[C:24]3[C:19](=[CH:20][CH:21]=[CH:22][CH:23]=3)[N:18]([CH:25]([CH3:27])[CH3:26])[N:17]=2)=[O:15])[CH2:9][N:8]1[C:28]([O:30][C:31]([CH3:33])([CH3:32])[CH3:34])=[O:29]. (5) Given the reactants [C:1](C1NC=CN=1)(C1NC=CN=1)=[O:2].[NH2:13][C:14]1[S:15][C:16]2[CH:22]=[CH:21][CH:20]=[CH:19][C:17]=2[N:18]=1.[CH:23]1([N:29]([CH3:48])[CH2:30][CH2:31][NH:32][CH2:33][CH2:34][CH:35]([C:42]2[CH:47]=[CH:46][CH:45]=[CH:44][CH:43]=2)[C:36]2[CH:41]=[CH:40][CH:39]=[CH:38][CH:37]=2)[CH2:28][CH2:27][CH2:26][CH2:25][CH2:24]1.C(=O)(O)[O-].[Na+], predict the reaction product. The product is: [S:15]1[C:16]2[CH:22]=[CH:21][CH:20]=[CH:19][C:17]=2[N:18]=[C:14]1[NH:13][C:1](=[O:2])[N:32]([CH2:31][CH2:30][N:29]([CH:23]1[CH2:28][CH2:27][CH2:26][CH2:25][CH2:24]1)[CH3:48])[CH2:33][CH2:34][CH:35]([C:36]1[CH:41]=[CH:40][CH:39]=[CH:38][CH:37]=1)[C:42]1[CH:43]=[CH:44][CH:45]=[CH:46][CH:47]=1. (6) Given the reactants CC1C=CC(S(O[CH2:12][C@@H:13]2[O:27][C:17]3=[C:18]4[C:23](=[CH:24][CH:25]=[C:16]3[O:15][CH2:14]2)[N:22]=[C:21]([CH3:26])[CH:20]=[CH:19]4)(=O)=O)=CC=1.C(=O)([O-])[O-].[K+].[K+].[NH:34]1[CH2:39][CH:38]=[C:37]([C:40]2[C:48]3[C:43](=[CH:44][CH:45]=[CH:46][CH:47]=3)[NH:42][CH:41]=2)[CH2:36][CH2:35]1, predict the reaction product. The product is: [NH:42]1[C:43]2[C:48](=[CH:47][CH:46]=[CH:45][CH:44]=2)[C:40]([C:37]2[CH2:38][CH2:39][N:34]([CH2:12][CH:13]3[O:27][C:17]4=[C:18]5[C:23](=[CH:24][CH:25]=[C:16]4[O:15][CH2:14]3)[N:22]=[C:21]([CH3:26])[CH:20]=[CH:19]5)[CH2:35][CH:36]=2)=[CH:41]1. (7) Given the reactants [CH2:1]([NH:3][C:4]([C:6]1[CH:11]=[CH:10][C:9]([N:12]2[CH:16]=[C:15]([C:17]([OH:19])=O)[N:14]=[N:13]2)=[C:8]([O:20][CH2:21][CH2:22][CH2:23][C:24]2[CH:29]=[CH:28][CH:27]=[CH:26][CH:25]=2)[CH:7]=1)=[O:5])[CH3:2].C1C=CC2N(O)N=[N:36]C=2C=1.N.C(N(CC)CC)C.CCN=C=NCCCN(C)C, predict the reaction product. The product is: [CH2:1]([NH:3][C:4]([C:6]1[CH:11]=[CH:10][C:9]([N:12]2[CH:16]=[C:15]([C:17]([NH2:36])=[O:19])[N:14]=[N:13]2)=[C:8]([O:20][CH2:21][CH2:22][CH2:23][C:24]2[CH:25]=[CH:26][CH:27]=[CH:28][CH:29]=2)[CH:7]=1)=[O:5])[CH3:2]. (8) Given the reactants [CH3:1][C:2]1[C:3](=[O:11])[CH:4]=[C:5]([CH3:10])[C:6](=[O:9])[C:7]=1[CH3:8].[CH3:12][CH2:13]/[CH:14]=[CH:15]\[CH2:16]/[CH:17]=[CH:18]\[CH2:19]/[CH:20]=[CH:21]\[CH2:22][CH2:23][CH2:24][CH2:25][CH2:26][CH2:27]CC(O)=O.[C:32](#N)C, predict the reaction product. The product is: [CH2:10]([C:5]1[C:6](=[O:9])[C:7]([CH3:8])=[C:2]([CH3:1])[C:3](=[O:11])[C:4]=1[CH3:32])[CH2:12][CH2:13][CH2:14][CH2:15][CH2:16][CH2:17][CH:18]=[CH:19][CH2:20][CH:21]=[CH:22][CH2:23][CH2:24][CH2:25][CH2:26][CH3:27].